This data is from Catalyst prediction with 721,799 reactions and 888 catalyst types from USPTO. The task is: Predict which catalyst facilitates the given reaction. (1) Reactant: C[O:2][C:3](=[O:23])[C:4]1[C:5](=[C:10]([O:14][CH2:15][C:16]2[CH:21]=[CH:20][CH:19]=[C:18]([F:22])[CH:17]=2)[CH:11]=[CH:12][CH:13]=1)[C:6]([O:8]C)=[O:7]. The catalyst class is: 74. Product: [F:22][C:18]1[CH:17]=[C:16]([CH:21]=[CH:20][CH:19]=1)[CH2:15][O:14][C:10]1[CH:11]=[CH:12][CH:13]=[C:4]([C:3]([OH:23])=[O:2])[C:5]=1[C:6]([OH:8])=[O:7]. (2) Reactant: [C:1]([N:11]1[CH2:15][CH2:14][C:13]([C:23]2[CH:28]=[CH:27][CH:26]=[CH:25][CH:24]=2)([CH2:16][CH2:17]OS(C)(=O)=O)[CH2:12]1)([O:3][CH2:4][C:5]1[CH:10]=[CH:9][CH:8]=[CH:7][CH:6]=1)=[O:2].I.[CH2:30]([O:32][CH2:33][CH2:34][N:35]1[C:39]2[CH:40]=[CH:41][CH:42]=[CH:43][C:38]=2[N:37]=[C:36]1[N:44]1[CH2:50][CH2:49][CH2:48][NH:47][CH2:46][CH2:45]1)[CH3:31].C(N(CC)C(C)C)(C)C. Product: [NH3:11].[C:1]([N:11]1[CH2:15][CH2:14][C:13]([CH2:16][CH2:17][N:47]2[CH2:48][CH2:49][CH2:50][N:44]([C:36]3[N:35]([CH2:34][CH2:33][O:32][CH2:30][CH3:31])[C:39]4[CH:40]=[CH:41][CH:42]=[CH:43][C:38]=4[N:37]=3)[CH2:45][CH2:46]2)([C:23]2[CH:28]=[CH:27][CH:26]=[CH:25][CH:24]=2)[CH2:12]1)([O:3][CH2:4][C:5]1[CH:6]=[CH:7][CH:8]=[CH:9][CH:10]=1)=[O:2]. The catalyst class is: 10. (3) Reactant: [CH2:1]([C:5]1[N:6](C(C)(C)C)[N:7]=[C:8]2[C:17]=1[C:16]1[CH:15]=[CH:14][CH:13]=[CH:12][C:11]=1[N:10]=[C:9]2[NH2:18])[CH2:2][CH2:3][CH3:4].[ClH:23]. Product: [ClH:23].[CH2:1]([C:5]1[NH:6][N:7]=[C:8]2[C:17]=1[C:16]1[CH:15]=[CH:14][CH:13]=[CH:12][C:11]=1[N:10]=[C:9]2[NH2:18])[CH2:2][CH2:3][CH3:4]. The catalyst class is: 6. (4) Reactant: [CH3:1][N:2]([CH3:21])[C:3]1[CH:8]=[CH:7][C:6]([CH:9]([O:19]C)[C@H:10]([CH3:18])/[CH:11]=[CH:12]/[CH:13]=[CH:14]/[C:15]([OH:17])=[O:16])=[CH:5][CH:4]=1.[C:22](C1C(=O)C(Cl)=C(Cl)C(=O)C=1C#N)#N.C(Cl)Cl. Product: [CH3:18][C@@H:10]([C:9]([C:6]1[CH:5]=[CH:4][C:3]([N:2]([CH3:21])[CH3:1])=[CH:8][CH:7]=1)=[O:19])/[CH:11]=[C:12](/[CH:13]=[CH:14]/[C:15]([OH:17])=[O:16])\[CH3:22]. The catalyst class is: 34.